From a dataset of Catalyst prediction with 721,799 reactions and 888 catalyst types from USPTO. Predict which catalyst facilitates the given reaction. (1) Reactant: [C:9](O[C:9]([O:11][C:12]([CH3:15])([CH3:14])[CH3:13])=[O:10])([O:11][C:12]([CH3:15])([CH3:14])[CH3:13])=[O:10].[CH3:16][NH:17][CH2:18][C:19]1[CH:34]=[CH:33][CH:32]=[C:31]([N+:35]([O-:37])=[O:36])[C:20]=1[O:21][CH2:22][CH2:23][O:24][CH2:25][CH2:26][O:27][CH2:28][CH2:29][OH:30]. Product: [OH:30][CH2:29][CH2:28][O:27][CH2:26][CH2:25][O:24][CH2:23][CH2:22][O:21][C:20]1[C:31]([N+:35]([O-:37])=[O:36])=[CH:32][CH:33]=[CH:34][C:19]=1[CH2:18][N:17]([CH3:16])[C:9](=[O:10])[O:11][C:12]([CH3:13])([CH3:14])[CH3:15]. The catalyst class is: 1. (2) Reactant: [C:1]1([C:7](=[O:17])[CH2:8][NH:9][C:10](=O)[C:11]([O:13][CH2:14][CH3:15])=[O:12])[CH:6]=[CH:5][CH:4]=[CH:3][CH:2]=1.O. Product: [CH2:14]([O:13][C:11]([C:10]1[O:17][C:7]([C:1]2[CH:2]=[CH:3][CH:4]=[CH:5][CH:6]=2)=[CH:8][N:9]=1)=[O:12])[CH3:15]. The catalyst class is: 11. (3) Reactant: [C:1]1([C@H:7]2[CH2:11][C@@H:10]([N:12]3[C:20](=[O:21])[C:19]4[C:14](=[CH:15][CH:16]=[CH:17][CH:18]=4)[C:13]3=[O:22])[CH:9]=[CH:8]2)[CH:6]=[CH:5][CH:4]=[CH:3][CH:2]=1.C1(C)C=CC=CC=1.[F-].[Na+].[F:32][C:33]([F:45])(S(F)(=O)=O)C(O[Si](C)(C)C)=O. Product: [F:32][C:33]1([F:45])[C@@H:9]2[C@H:8]1[C@@H:7]([C:1]1[CH:6]=[CH:5][CH:4]=[CH:3][CH:2]=1)[CH2:11][C@H:10]2[N:12]1[C:20](=[O:21])[C:19]2[C:14](=[CH:15][CH:16]=[CH:17][CH:18]=2)[C:13]1=[O:22]. The catalyst class is: 25. (4) Reactant: [C:1]([C:3]1[CH:22]=[CH:21][C:6]([CH2:7][NH:8][C:9](=[O:20])[CH:10]([C:13]2[CH:18]=[CH:17][C:16]([OH:19])=[CH:15][CH:14]=2)[O:11][CH3:12])=[CH:5][CH:4]=1)#[N:2].[CH2:23]([O:25][C:26](=[O:29])[CH2:27]Br)[CH3:24].C(=O)([O-])[O-].[Cs+].[Cs+]. Product: [CH2:23]([O:25][C:26](=[O:29])[CH2:27][O:19][C:16]1[CH:17]=[CH:18][C:13]([CH:10]([C:9](=[O:20])[NH:8][CH2:7][C:6]2[CH:5]=[CH:4][C:3]([C:1]#[N:2])=[CH:22][CH:21]=2)[O:11][CH3:12])=[CH:14][CH:15]=1)[CH3:24]. The catalyst class is: 3. (5) Reactant: Br[C:2]1[N:6](S(C2C=CC=CC=2)(=O)=O)[CH:5]=[C:4]([CH:16]=[O:17])[C:3]=1[CH3:18].[C:19]1(B(O)O)[CH:24]=[CH:23][CH:22]=[CH:21][CH:20]=1.C(=O)([O-])[O-].[Na+].[Na+].[OH-].[Na+]. Product: [CH3:18][C:3]1[C:4]([CH:16]=[O:17])=[CH:5][NH:6][C:2]=1[C:19]1[CH:24]=[CH:23][CH:22]=[CH:21][CH:20]=1. The catalyst class is: 149. (6) Reactant: [Cl:1][C:2]1[CH:7]=[CH:6][CH:5]=[C:4]([Cl:8])[C:3]=1[NH:9][C:10](=[O:28])[NH:11][C:12]1[CH:17]=[CH:16][C:15]([CH2:18][C:19]([O:21]C(C)(C)C)=[O:20])=[CH:14][C:13]=1[O:26][CH3:27].C(O)(C(F)(F)F)=O. Product: [Cl:1][C:2]1[CH:7]=[CH:6][CH:5]=[C:4]([Cl:8])[C:3]=1[NH:9][C:10](=[O:28])[NH:11][C:12]1[CH:17]=[CH:16][C:15]([CH2:18][C:19]([OH:21])=[O:20])=[CH:14][C:13]=1[O:26][CH3:27]. The catalyst class is: 2.